This data is from Catalyst prediction with 721,799 reactions and 888 catalyst types from USPTO. The task is: Predict which catalyst facilitates the given reaction. (1) Reactant: [C:1]([O:5][C:6]([NH:8][CH:9]1[CH2:12][N:11]([C:13]([O:15][CH2:16][C:17]2[CH:22]=[CH:21][CH:20]=[CH:19][CH:18]=2)=[O:14])[CH2:10]1)=[O:7])([CH3:4])([CH3:3])[CH3:2].[H-].[Na+].[CH2:25](I)[CH2:26][CH2:27][CH3:28].CN(C=O)C. Product: [C:1]([O:5][C:6]([N:8]([CH2:25][CH2:26][CH2:27][CH3:28])[CH:9]1[CH2:10][N:11]([C:13]([O:15][CH2:16][C:17]2[CH:22]=[CH:21][CH:20]=[CH:19][CH:18]=2)=[O:14])[CH2:12]1)=[O:7])([CH3:4])([CH3:2])[CH3:3]. The catalyst class is: 20. (2) Reactant: C(OC([N:8]([C:16]1[C:21]([C:22]2[O:26][N:25]=[C:24]([C:27]3[CH:32]=[CH:31][CH:30]=[C:29]([CH:33]([NH:35]C(OC(C)(C)C)=O)[CH3:34])[CH:28]=3)[CH:23]=2)=[N:20][C:19]([C:43]2[CH:48]=[CH:47][C:46](=[O:49])[N:45]([CH:50]([CH:52]3[CH2:54][CH2:53]3)[CH3:51])[CH:44]=2)=[CH:18][N:17]=1)C(=O)OC(C)(C)C)=O)(C)(C)C.Cl. Product: [NH2:8][C:16]1[N:17]=[CH:18][C:19]([C:43]2[CH:48]=[CH:47][C:46](=[O:49])[N:45]([CH:50]([CH:52]3[CH2:54][CH2:53]3)[CH3:51])[CH:44]=2)=[N:20][C:21]=1[C:22]1[O:26][N:25]=[C:24]([C:27]2[CH:32]=[CH:31][CH:30]=[C:29]([CH:33]([NH2:35])[CH3:34])[CH:28]=2)[CH:23]=1. The catalyst class is: 2.